This data is from Forward reaction prediction with 1.9M reactions from USPTO patents (1976-2016). The task is: Predict the product of the given reaction. (1) The product is: [NH2:21][CH:18]([CH2:19][OH:20])[CH2:17][N:9]1[C:10]([C:11]2[CH:16]=[CH:15][CH:14]=[CH:13][CH:12]=2)=[C:6]2[C:7]([N:2]([CH3:1])[C:3](=[O:34])[N:4]([CH3:33])[C:5]2=[O:32])=[CH:8]1. Given the reactants [CH3:1][N:2]1[C:7]2=[CH:8][N:9]([CH2:17][CH:18]([NH:21]C(=O)OCC3C=CC=CC=3)[CH2:19][OH:20])[C:10]([C:11]3[CH:16]=[CH:15][CH:14]=[CH:13][CH:12]=3)=[C:6]2[C:5](=[O:32])[N:4]([CH3:33])[C:3]1=[O:34].CN1C2=CN(CC3COC(=O)N3)C(C3C=CC=CC=3)=C2C(=O)N(C)C1=O, predict the reaction product. (2) Given the reactants [OH:1][C:2]1[CH:3]=[C:4]([CH:8]=[C:9]([N+:11]([O-:13])=[O:12])[CH:10]=1)[C:5]([OH:7])=[O:6].C([O-])([O-])=O.[K+].[K+].[CH2:20](Br)[CH2:21][CH:22]([CH3:24])[CH3:23], predict the reaction product. The product is: [CH2:20]([O:1][C:2]1[CH:3]=[C:4]([CH:8]=[C:9]([N+:11]([O-:13])=[O:12])[CH:10]=1)[C:5]([O:7][CH2:2][CH2:3][CH:4]([CH3:8])[CH3:5])=[O:6])[CH2:21][CH:22]([CH3:24])[CH3:23]. (3) Given the reactants C[N:2](C)/[CH:3]=[CH:4]/[C:5]([C:7]1[C:12](=[O:13])[CH:11]=[CH:10][N:9]([C:14]2[CH:19]=[CH:18][CH:17]=[C:16]([S:20]([CH3:23])(=[O:22])=[O:21])[CH:15]=2)[N:8]=1)=O.[Cl:25][C:26]1[C:27]([CH3:34])=[C:28]([NH:32]N)[CH:29]=[CH:30][CH:31]=1, predict the reaction product. The product is: [Cl:25][C:26]1[C:27]([CH3:34])=[C:28]([N:32]2[C:5]([C:7]3[C:12](=[O:13])[CH:11]=[CH:10][N:9]([C:14]4[CH:19]=[CH:18][CH:17]=[C:16]([S:20]([CH3:23])(=[O:22])=[O:21])[CH:15]=4)[N:8]=3)=[CH:4][CH:3]=[N:2]2)[CH:29]=[CH:30][CH:31]=1. (4) Given the reactants [CH2:1]=[N:2][N:3]1[CH2:12][CH2:11][C:10]2[C:5](=[CH:6][CH:7]=[CH:8][CH:9]=2)[CH2:4]1.N(N1CCC2C(=CC=CC=2)C1)=O, predict the reaction product. The product is: [CH3:1][NH:2][N:3]1[CH2:12][CH2:11][C:10]2[C:5](=[CH:6][CH:7]=[CH:8][CH:9]=2)[CH2:4]1.